The task is: Predict the reactants needed to synthesize the given product.. This data is from Full USPTO retrosynthesis dataset with 1.9M reactions from patents (1976-2016). (1) Given the product [I:11][C:3]1[C:4]([CH3:10])=[N:5][CH:6]=[C:7]([C:2]=1[NH:12][C:13]1[CH:14]=[C:15]2[C:19](=[CH:20][CH:21]=1)[NH:18][CH:17]=[CH:16]2)[C:8]#[N:9], predict the reactants needed to synthesize it. The reactants are: Cl[C:2]1[C:7]([C:8]#[N:9])=[CH:6][N:5]=[C:4]([CH3:10])[C:3]=1[I:11].[NH2:12][C:13]1[CH:14]=[C:15]2[C:19](=[CH:20][CH:21]=1)[NH:18][CH:17]=[CH:16]2. (2) Given the product [F:32][C:33]1[CH:34]=[CH:35][C:36]([C@H:39]([NH:41][C:42]([NH:44][C:2]2[N:7]=[CH:6][C:5]3[C:8]([NH:30][CH3:31])=[N:9][N:10]([C:11]([C:24]4[CH:29]=[CH:28][CH:27]=[CH:26][CH:25]=4)([C:18]4[CH:23]=[CH:22][CH:21]=[CH:20][CH:19]=4)[C:12]4[CH:17]=[CH:16][CH:15]=[CH:14][CH:13]=4)[C:4]=3[CH:3]=2)=[O:43])[CH3:40])=[CH:37][CH:38]=1, predict the reactants needed to synthesize it. The reactants are: Cl[C:2]1[N:7]=[CH:6][C:5]2[C:8]([NH:30][CH3:31])=[N:9][N:10]([C:11]([C:24]3[CH:29]=[CH:28][CH:27]=[CH:26][CH:25]=3)([C:18]3[CH:23]=[CH:22][CH:21]=[CH:20][CH:19]=3)[C:12]3[CH:17]=[CH:16][CH:15]=[CH:14][CH:13]=3)[C:4]=2[CH:3]=1.[F:32][C:33]1[CH:38]=[CH:37][C:36]([C@H:39]([NH:41][C:42]([NH2:44])=[O:43])[CH3:40])=[CH:35][CH:34]=1.C(=O)([O-])[O-].[Cs+].[Cs+]. (3) Given the product [N:6]1[CH:7]=[N:8][CH:4]([CH2:3][CH2:2][NH:1][CH2:32][C:31]2[CH:30]=[CH:29][C:28]([C:26]3[S:27][C:20]4[C:19]([NH:18][C:14]5[CH:13]=[C:12]6[C:17](=[CH:16][CH:15]=5)[NH:9][CH:10]=[CH:11]6)=[N:24][CH:23]=[N:22][C:21]=4[CH:25]=3)=[CH:35][CH:34]=2)[CH:5]=1, predict the reactants needed to synthesize it. The reactants are: [NH2:1][CH2:2][CH2:3][C:4]1[N:8]=[CH:7][NH:6][CH:5]=1.[NH:9]1[C:17]2[C:12](=[CH:13][C:14]([NH:18][C:19]3[C:20]4[S:27][C:26]([C:28]5[CH:35]=[CH:34][C:31]([CH:32]=O)=[CH:30][CH:29]=5)=[CH:25][C:21]=4[N:22]=[CH:23][N:24]=3)=[CH:15][CH:16]=2)[CH:11]=[CH:10]1.Cl.